This data is from Full USPTO retrosynthesis dataset with 1.9M reactions from patents (1976-2016). The task is: Predict the reactants needed to synthesize the given product. (1) Given the product [CH3:1][S:2]([O:5][CH:16]1[CH2:17][CH2:18][O:14][CH:13]([C:10]2[CH:9]=[CH:8][C:7]([Cl:6])=[CH:12][N:11]=2)[CH2:15]1)(=[O:4])=[O:3], predict the reactants needed to synthesize it. The reactants are: [CH3:1][S:2]([OH:5])(=[O:4])=[O:3].[Cl:6][C:7]1[CH:8]=[CH:9][C:10]([CH:13]=[O:14])=[N:11][CH:12]=1.[CH2:15](O)[CH2:16][CH:17]=[CH2:18]. (2) Given the product [CH3:5][C:6]([CH3:37])([CH2:12][C:13]1[CH:18]=[CH:17][C:16]([C:19]2[CH:24]=[C:23]([NH:25][C:26]3[N:31]=[C:30]([C:32]([F:35])([F:33])[F:34])[CH:29]=[CH:28][N:27]=3)[CH:22]=[C:21]([CH3:36])[CH:20]=2)=[CH:15][N:14]=1)[C:7]([OH:9])=[O:8].[C:3]([OH:4])([C:32]([F:35])([F:34])[F:33])=[O:1], predict the reactants needed to synthesize it. The reactants are: [OH-:1].[Na+].[CH3:3][OH:4].[CH3:5][C:6]([CH3:37])([CH2:12][C:13]1[CH:18]=[CH:17][C:16]([C:19]2[CH:24]=[C:23]([NH:25][C:26]3[N:31]=[C:30]([C:32]([F:35])([F:34])[F:33])[CH:29]=[CH:28][N:27]=3)[CH:22]=[C:21]([CH3:36])[CH:20]=2)=[CH:15][N:14]=1)[C:7]([O:9]CC)=[O:8]. (3) The reactants are: [CH3:1][C:2]1[CH:3]=[C:4]([CH2:7][CH2:8][NH:9][C:10](=O)[CH3:11])[S:5][CH:6]=1.O=P12OP3(OP(OP(O3)(O1)=O)(=O)O2)=O. Given the product [CH3:1][C:2]1[C:3]2[C:10]([CH3:11])=[N:9][CH2:8][CH2:7][C:4]=2[S:5][CH:6]=1, predict the reactants needed to synthesize it. (4) Given the product [CH2:8]([N:4]1[CH2:5][CH2:6][CH2:7][CH:2]([CH3:1])[CH2:3]1)[CH2:9][CH2:10][CH3:11], predict the reactants needed to synthesize it. The reactants are: [CH3:1][CH:2]1[CH2:7][CH2:6][CH2:5][NH:4][CH2:3]1.[CH2:8](Br)[CH2:9][CH2:10][CH3:11].